This data is from Reaction yield outcomes from USPTO patents with 853,638 reactions. The task is: Predict the reaction yield, written as a fraction of the theoretical maximum amount of product (1.0 means a 100% yield; for example, 0.34 means a 34% yield). (1) The reactants are [Br:1][C:2]1[S:6][C:5]([C:7]([O:9][CH3:10])=[O:8])=[C:4]([NH:11][C:12](=O)[C:13](F)(F)F)[CH:3]=1.Br.BrC[C:21]1[CH:26]=[CH:25][CH:24]=C[N:22]=1.C(=O)([O-])[O-].[Cs+].[Cs+].CC(N(C)C)=O. The product is [Br:1][C:2]1[S:6][C:5]([C:7]([O:9][CH3:10])=[O:8])=[C:4]([NH:11][CH2:12][C:13]2[CH:24]=[CH:25][CH:26]=[CH:21][N:22]=2)[CH:3]=1. The catalyst is O. The yield is 0.680. (2) The reactants are [O:1]=[S:2]1(=[O:41])[CH2:7][CH2:6][N:5]([CH2:8][CH2:9][NH:10][C@:11]23[CH2:37][CH2:36][C@@H:35]([C:38]([CH3:40])=[CH2:39])[C@@H:12]2[C@@H:13]2[C@@:26]([CH3:29])([CH2:27][CH2:28]3)[C@@:25]3([CH3:30])[C@@H:16]([C@:17]4([CH3:34])[C@@H:22]([CH2:23][CH2:24]3)[C:21]([CH3:32])([CH3:31])[C:20](=[O:33])[CH2:19][CH2:18]4)[CH2:15][CH2:14]2)[CH2:4][CH2:3]1.C[Si]([N-][Si](C)(C)C)(C)C.[K+].[F:52][C:53]([F:72])([F:71])[S:54](N(C1C=CC=CC=1)[S:54]([C:53]([F:72])([F:71])[F:52])(=[O:56])=[O:55])(=[O:56])=[O:55]. The catalyst is C1COCC1. The product is [F:52][C:53]([F:72])([F:71])[S:54]([O:33][C:20]1[C:21]([CH3:31])([CH3:32])[C@H:22]2[C@:17]([CH3:34])([CH2:18][CH:19]=1)[C@@H:16]1[C@:25]([CH3:30])([C@@:26]3([CH3:29])[C@H:13]([CH2:14][CH2:15]1)[C@H:12]1[C@H:35]([C:38]([CH3:40])=[CH2:39])[CH2:36][CH2:37][C@:11]1([NH:10][CH2:9][CH2:8][N:5]1[CH2:6][CH2:7][S:2](=[O:1])(=[O:41])[CH2:3][CH2:4]1)[CH2:28][CH2:27]3)[CH2:24][CH2:23]2)(=[O:56])=[O:55]. The yield is 0.770. (3) The reactants are [Cl:1][C:2]1[CH:8]=[C:7]([Cl:9])[CH:6]=[CH:5][C:3]=1[NH2:4].[N:10]([O-])=O.[Na+].[Cl:14][C:15]1[CH:32]=[CH:31][C:18]([C:19]([NH:21][CH:22](C(OC)=O)[C:23]([O:25][CH3:26])=[O:24])=O)=[CH:17][CH:16]=1.C([O-])([O-])=O.[K+].[K+]. The catalyst is Cl.C(O)(=O)C.O.CC(C)=O. The product is [Cl:14][C:15]1[CH:32]=[CH:31][C:18]([C:19]2[N:4]([C:3]3[CH:5]=[CH:6][C:7]([Cl:9])=[CH:8][C:2]=3[Cl:1])[N:10]=[C:22]([C:23]([O:25][CH3:26])=[O:24])[N:21]=2)=[CH:17][CH:16]=1. The yield is 0.300. (4) The reactants are C([O-])([O-])=O.[K+].[K+].[SH:7][C:8]1[N:22]=[CH:21][CH:20]=[CH:19][C:9]=1[C:10]([NH:12][CH2:13][C:14]1[S:15][CH:16]=[CH:17][CH:18]=1)=[O:11].I[CH2:24][CH2:25][CH2:26][C:27]1[CH:32]=[CH:31][CH:30]=[CH:29][CH:28]=1. The catalyst is CN(C=O)C. The product is [C:27]1([CH2:26][CH2:25][CH2:24][S:7][C:8]2[C:9]([C:10]([NH:12][CH2:13][C:14]3[S:15][CH:16]=[CH:17][CH:18]=3)=[O:11])=[CH:19][CH:20]=[CH:21][N:22]=2)[CH:32]=[CH:31][CH:30]=[CH:29][CH:28]=1. The yield is 0.690. (5) The reactants are [Cl:1][C:2]1[CH:9]=[C:8]([O:10][C:11]2[CH:16]=[CH:15][C:14]([CH:17]=[O:18])=[CH:13][CH:12]=2)[CH:7]=[CH:6][C:3]=1[C:4]#[N:5].C([O-])([O-])=[O:20].[K+].[K+].OO.O. The catalyst is CS(C)=O. The product is [Cl:1][C:2]1[CH:9]=[C:8]([O:10][C:11]2[CH:16]=[CH:15][C:14]([CH:17]=[O:18])=[CH:13][CH:12]=2)[CH:7]=[CH:6][C:3]=1[C:4]([NH2:5])=[O:20]. The yield is 0.990. (6) The reactants are [CH3:1][O:2][C:3]1[CH:4]=[C:5]2[C:9](=[CH:10][CH:11]=1)[NH:8][C:7](=[O:12])[C@:6]12[CH2:14][C@H:13]1[C:15]1[CH:23]=[C:22]2[C:18]([C:19]([C:24]3[CH:29]=[CH:28][C:27]([CH:30]4[CH2:35][CH2:34][N:33](C(OC(C)(C)C)=O)[CH2:32][CH2:31]4)=[CH:26][CH:25]=3)=[N:20][NH:21]2)=[CH:17][CH:16]=1.[C:43]([OH:49])([C:45]([F:48])([F:47])[F:46])=[O:44]. The catalyst is C(Cl)Cl. The product is [F:46][C:45]([F:48])([F:47])[C:43]([OH:49])=[O:44].[CH3:1][O:2][C:3]1[CH:4]=[C:5]2[C:9](=[CH:10][CH:11]=1)[NH:8][C:7](=[O:12])[C@:6]12[CH2:14][C@H:13]1[C:15]1[CH:23]=[C:22]2[C:18]([C:19]([C:24]3[CH:29]=[CH:28][C:27]([CH:30]4[CH2:35][CH2:34][NH:33][CH2:32][CH2:31]4)=[CH:26][CH:25]=3)=[N:20][NH:21]2)=[CH:17][CH:16]=1. The yield is 0.720.